Dataset: Full USPTO retrosynthesis dataset with 1.9M reactions from patents (1976-2016). Task: Predict the reactants needed to synthesize the given product. The reactants are: [CH2:1]([N:3]1[CH2:13][CH:12]2[CH2:14][CH:5]([C:6]3[C:11]2=[CH:10][C:9]([N+:15]([O-])=O)=[CH:8][CH:7]=3)[CH2:4]1)[CH3:2].[H][H]. Given the product [CH2:1]([N:3]1[CH2:13][CH:12]2[CH2:14][CH:5]([C:6]3[C:11]2=[CH:10][C:9]([NH2:15])=[CH:8][CH:7]=3)[CH2:4]1)[CH3:2], predict the reactants needed to synthesize it.